This data is from Catalyst prediction with 721,799 reactions and 888 catalyst types from USPTO. The task is: Predict which catalyst facilitates the given reaction. (1) Product: [CH3:20][O:19][C:5]1[CH:4]=[C:3]([CH2:1][NH:30][CH2:29][CH2:28][CH:25]2[CH2:26][CH2:27][CH:22]([CH3:21])[CH2:23][CH2:24]2)[CH:18]=[CH:17][C:6]=1[O:7][C:8]1[CH:16]=[CH:15][C:11]([C:12]([NH2:14])=[O:13])=[CH:10][N:9]=1. The catalyst class is: 5. Reactant: [CH:1]([C:3]1[CH:18]=[CH:17][C:6]([O:7][C:8]2[CH:16]=[CH:15][C:11]([C:12]([NH2:14])=[O:13])=[CH:10][N:9]=2)=[C:5]([O:19][CH3:20])[CH:4]=1)=O.[CH3:21][CH:22]1[CH2:27][CH2:26][CH:25]([CH2:28][CH2:29][NH2:30])[CH2:24][CH2:23]1.[BH4-].[Na+]. (2) Reactant: [Si]([O:18][CH2:19][C@@H:20]1[CH2:25][CH2:24][N:23]2[N:26]=[C:27]([C:43]3[CH:48]=[CH:47][C:46]([F:49])=[CH:45][CH:44]=3)[C:28]([C:29]3[CH:30]=[CH:31][C:32](=[O:42])[N:33]([C:35]4[CH:40]=[CH:39][CH:38]=[CH:37][C:36]=4[CH3:41])[N:34]=3)=[C:22]2[NH:21]1)(C(C)(C)C)(C1C=CC=CC=1)C1C=CC=CC=1.[F-].C([N+](CCCC)(CCCC)CCCC)CCC. Product: [F:49][C:46]1[CH:45]=[CH:44][C:43]([C:27]2[C:28]([C:29]3[CH:30]=[CH:31][C:32](=[O:42])[N:33]([C:35]4[CH:40]=[CH:39][CH:38]=[CH:37][C:36]=4[CH3:41])[N:34]=3)=[C:22]3[NH:21][C@H:20]([CH2:19][OH:18])[CH2:25][CH2:24][N:23]3[N:26]=2)=[CH:48][CH:47]=1. The catalyst class is: 1.